Dataset: Peptide-MHC class II binding affinity with 134,281 pairs from IEDB. Task: Regression. Given a peptide amino acid sequence and an MHC pseudo amino acid sequence, predict their binding affinity value. This is MHC class II binding data. (1) The peptide sequence is NVTSIHSLLDEGKQS. The MHC is DRB1_0701 with pseudo-sequence DRB1_0701. The binding affinity (normalized) is 0.299. (2) The peptide sequence is MGGLWKYLNAVSLCI. The MHC is DRB3_0202 with pseudo-sequence DRB3_0202. The binding affinity (normalized) is 0.808. (3) The peptide sequence is NYEQQEQASQQILSS. The MHC is HLA-DPA10201-DPB10101 with pseudo-sequence HLA-DPA10201-DPB10101. The binding affinity (normalized) is 0.237. (4) The peptide sequence is AFILDGDNLFPKS. The MHC is HLA-DQA10501-DQB10201 with pseudo-sequence HLA-DQA10501-DQB10201. The binding affinity (normalized) is 0.611. (5) The peptide sequence is EPFPKRVWEQIFSTW. The MHC is HLA-DPA10201-DPB10501 with pseudo-sequence HLA-DPA10201-DPB10501. The binding affinity (normalized) is 0.385. (6) The peptide sequence is TFALWRVSAEEY. The MHC is DRB1_0401 with pseudo-sequence DRB1_0401. The binding affinity (normalized) is 0.461.